Predict the reactants needed to synthesize the given product. From a dataset of Full USPTO retrosynthesis dataset with 1.9M reactions from patents (1976-2016). (1) Given the product [CH:3]([N:6]1[CH2:7][CH2:8][N:9]([CH2:12][CH2:13][CH2:14][NH2:15])[CH2:10][CH2:11]1)([CH3:5])[CH3:4], predict the reactants needed to synthesize it. The reactants are: NN.[CH:3]([N:6]1[CH2:11][CH2:10][N:9]([CH2:12][CH2:13][CH2:14][N:15]2C(=O)C3C(=CC=CC=3)C2=O)[CH2:8][CH2:7]1)([CH3:5])[CH3:4].ClCCl. (2) Given the product [CH2:21]([O:1][C:2]1[CH:9]=[CH:8][C:5]([CH:6]=[O:7])=[C:4]([N+:10]([O-:12])=[O:11])[C:3]=1[O:13][CH3:14])[C:22]1[CH:27]=[CH:26][CH:25]=[CH:24][CH:23]=1, predict the reactants needed to synthesize it. The reactants are: [OH:1][C:2]1[CH:9]=[CH:8][C:5]([CH:6]=[O:7])=[C:4]([N+:10]([O-:12])=[O:11])[C:3]=1[O:13][CH3:14].C(=O)([O-])[O-].[K+].[K+].[CH2:21](Br)[C:22]1[CH:27]=[CH:26][CH:25]=[CH:24][CH:23]=1.